From a dataset of Full USPTO retrosynthesis dataset with 1.9M reactions from patents (1976-2016). Predict the reactants needed to synthesize the given product. (1) The reactants are: [CH2:1]([O:3][C:4](=[O:24])[C:5]([O:8][C:9]1[CH:14]=[CH:13][C:12]([O:15][CH2:16][C:17]2[CH:22]=[CH:21][CH:20]=[CH:19][CH:18]=2)=[CH:11][C:10]=1Br)([CH3:7])[CH3:6])[CH3:2].[C:25]1(B(O)O)[CH:30]=[CH:29][CH:28]=[CH:27][CH:26]=1.C([O-])([O-])=O.[Na+].[Na+]. Given the product [CH2:1]([O:3][C:4](=[O:24])[C:5]([O:8][C:9]1[CH:14]=[CH:13][C:12]([O:15][CH2:16][C:17]2[CH:22]=[CH:21][CH:20]=[CH:19][CH:18]=2)=[CH:11][C:10]=1[C:25]1[CH:30]=[CH:29][CH:28]=[CH:27][CH:26]=1)([CH3:7])[CH3:6])[CH3:2], predict the reactants needed to synthesize it. (2) Given the product [OH:38][C:26]1[C:25](=[O:24])[N:14]([C:15]2[N:16]=[N:17][C:18]([CH3:21])=[CH:19][CH:20]=2)[CH:8]([C:7]2[CH:10]=[CH:11][C:4]([O:3][C:2]([F:13])([F:12])[F:1])=[CH:5][CH:6]=2)[C:27]=1[C:28]([C:30]1[CH:31]=[CH:32][C:33]([C:36]#[N:37])=[CH:34][CH:35]=1)=[O:29], predict the reactants needed to synthesize it. The reactants are: [F:1][C:2]([F:13])([F:12])[O:3][C:4]1[CH:11]=[CH:10][C:7]([CH:8]=O)=[CH:6][CH:5]=1.[NH2:14][C:15]1[N:16]=[N:17][C:18]([CH3:21])=[CH:19][CH:20]=1.C([O:24][C:25](=O)[C:26](=[O:38])[CH2:27][C:28]([C:30]1[CH:35]=[CH:34][C:33]([C:36]#[N:37])=[CH:32][CH:31]=1)=[O:29])C. (3) Given the product [Cl:12][C:10]1[N:9]=[CH:8][C:6]2[N:7]=[C:2]([N:26]3[CH2:27][CH2:28][N:23]([CH2:22][CH2:21][OH:20])[CH2:24][CH2:25]3)[C:3](=[O:19])[N:4]([CH2:13][CH2:14][O:15][CH2:16][CH2:17][CH3:18])[C:5]=2[CH:11]=1, predict the reactants needed to synthesize it. The reactants are: Cl[C:2]1[C:3](=[O:19])[N:4]([CH2:13][CH2:14][O:15][CH2:16][CH2:17][CH3:18])[C:5]2[CH:11]=[C:10]([Cl:12])[N:9]=[CH:8][C:6]=2[N:7]=1.[OH:20][CH2:21][CH2:22][N:23]1[CH2:28][CH2:27][NH:26][CH2:25][CH2:24]1.C(N(CC)CC)C. (4) The reactants are: C(O[BH-](OC(=O)C)OC(=O)C)(=O)C.[Na+].[NH:15]1[CH2:20][CH2:19][CH:18]([O:21][C:22]2[CH:27]=[CH:26][C:25]([CH:28]=[CH:29][C:30]([N:32]3[CH2:37][CH2:36][O:35][CH2:34][CH2:33]3)=[O:31])=[CH:24][CH:23]=2)[CH2:17][CH2:16]1.[C:38]1(=O)[CH2:41][CH2:40][CH2:39]1. Given the product [CH:38]1([N:15]2[CH2:16][CH2:17][CH:18]([O:21][C:22]3[CH:27]=[CH:26][C:25]([CH:28]=[CH:29][C:30]([N:32]4[CH2:37][CH2:36][O:35][CH2:34][CH2:33]4)=[O:31])=[CH:24][CH:23]=3)[CH2:19][CH2:20]2)[CH2:41][CH2:40][CH2:39]1, predict the reactants needed to synthesize it. (5) The reactants are: C([O-])([O-])=O.[Cs+].[Cs+].[NH2:7][C:8]1[NH:12][N:11]=[CH:10][C:9]=1[C:13]([O:15][CH2:16][CH3:17])=[O:14].C([O:20][C:21](=O)[CH:22]=[CH:23]OCC)C.CC(O)=O. Given the product [O:20]=[C:21]1[CH:22]=[CH:23][N:12]2[N:11]=[CH:10][C:9]([C:13]([O:15][CH2:16][CH3:17])=[O:14])=[C:8]2[NH:7]1, predict the reactants needed to synthesize it. (6) Given the product [CH2:1]([N:5]1[C:9](=[O:10])[C:8]([NH:30][C:29]2[CH:28]=[CH:27][C:26]([N:23]3[CH2:24][CH2:25][O:20][CH2:21][CH2:22]3)=[CH:32][CH:31]=2)=[C:7]([C:12]2[CH:17]=[CH:16][CH:15]=[CH:14][CH:13]=2)[S:6]1(=[O:19])=[O:18])[CH2:2][CH2:3][CH3:4], predict the reactants needed to synthesize it. The reactants are: [CH2:1]([N:5]1[C:9](=[O:10])[C:8](Cl)=[C:7]([C:12]2[CH:17]=[CH:16][CH:15]=[CH:14][CH:13]=2)[S:6]1(=[O:19])=[O:18])[CH2:2][CH2:3][CH3:4].[O:20]1[CH2:25][CH2:24][N:23]([C:26]2[CH:32]=[CH:31][C:29]([NH2:30])=[CH:28][CH:27]=2)[CH2:22][CH2:21]1.